Predict which catalyst facilitates the given reaction. From a dataset of Catalyst prediction with 721,799 reactions and 888 catalyst types from USPTO. (1) Reactant: Cl[C:2]1[CH:12]=[C:11]([NH:13][C:14]2[CH:19]=[CH:18][C:17]([I:20])=[CH:16][C:15]=2[F:21])[C:5]([C:6]([O:8][CH2:9][CH3:10])=[O:7])=[CH:4][N:3]=1.[OH2:22]. Product: [F:21][C:15]1[CH:16]=[C:17]([I:20])[CH:18]=[CH:19][C:14]=1[NH:13][C:11]1[C:5]([C:6]([O:8][CH2:9][CH3:10])=[O:7])=[CH:4][NH:3][C:2](=[O:22])[CH:12]=1. The catalyst class is: 15. (2) Reactant: [OH:1][C:2]1[C:11]2[C:6](=[CH:7][CH:8]=[CH:9][CH:10]=2)[C:5]([NH:12][C:13](=[O:19])[O:14][C:15]([CH3:18])([CH3:17])[CH3:16])=[CH:4][CH:3]=1.[Cl:20][C:21]1[CH:26]=[C:25](Cl)[N:24]=[CH:23][N:22]=1.C1CCN2C(=NCCC2)CC1.O. Product: [Cl:20][C:21]1[N:22]=[CH:23][N:24]=[C:25]([O:1][C:2]2[C:11]3[C:6](=[CH:7][CH:8]=[CH:9][CH:10]=3)[C:5]([NH:12][C:13](=[O:19])[O:14][C:15]([CH3:16])([CH3:18])[CH3:17])=[CH:4][CH:3]=2)[CH:26]=1. The catalyst class is: 23. (3) Product: [CH3:13][O:12][C:8]1[CH:9]=[CH:10][CH:11]=[C:6]([O:5][CH3:4])[C:7]=1[C:14]1[N:18]([CH2:19][CH:20]([CH3:21])[CH3:22])[N:17]=[C:16]([C:23]([OH:25])=[O:24])[CH:15]=1. The catalyst class is: 799. Reactant: O.[OH-].[Li+].[CH3:4][O:5][C:6]1[CH:11]=[CH:10][CH:9]=[C:8]([O:12][CH3:13])[C:7]=1[C:14]1[N:18]([CH2:19][CH:20]([CH3:22])[CH3:21])[N:17]=[C:16]([C:23]([O:25]CC)=[O:24])[CH:15]=1. (4) Reactant: [CH2:1]([C:4]1[C:8]([CH2:9][CH2:10][CH2:11][OH:12])=[CH:7][N:6]([C:13]2[CH:18]=[CH:17][C:16]([C:19]([F:22])([F:21])[F:20])=[CH:15][N:14]=2)[N:5]=1)[CH2:2][CH3:3].O[C:24]1[CH:28]=[C:27]([CH2:29][CH2:30][C:31]([O:33]CC)=[O:32])[N:26]([C:36]2[CH:41]=[CH:40][CH:39]=[CH:38][CH:37]=2)[N:25]=1.C(P(CCCC)CCCC)CCC.N(C(N1CCCCC1)=O)=NC(N1CCCCC1)=O. Product: [C:36]1([N:26]2[C:27]([CH2:29][CH2:30][C:31]([OH:33])=[O:32])=[CH:28][C:24]([O:12][CH2:11][CH2:10][CH2:9][C:8]3[C:4]([CH2:1][CH2:2][CH3:3])=[N:5][N:6]([C:13]4[CH:18]=[CH:17][C:16]([C:19]([F:21])([F:20])[F:22])=[CH:15][N:14]=4)[CH:7]=3)=[N:25]2)[CH:41]=[CH:40][CH:39]=[CH:38][CH:37]=1. The catalyst class is: 7. (5) Reactant: [OH:1][C:2]1[CH:7]=[CH:6][C:5]([B:8]2[O:16]C(C)(C)C(C)(C)[O:9]2)=[CH:4][C:3]=1[O:17][CH3:18].C([O-])([O-])=O.[Cs+].[Cs+].[CH3:25][C:26]([O:29][CH3:30])(C)C.CCCCCCC. Product: [CH3:18][O:17][C:3]1[CH:4]=[C:5]([B:8]([OH:9])[OH:16])[CH:6]=[CH:7][C:2]=1[O:1][CH2:25][CH2:26][O:29][CH3:30]. The catalyst class is: 3. (6) Reactant: [N:1]([CH2:4][C@@H:5]1[CH2:9][C@@H:8]([OH:10])[CH2:7][N:6]1[C:11]([O:13][C:14]([CH3:17])([CH3:16])[CH3:15])=[O:12])=[N+:2]=[N-:3].CC(C)([O-])C.[K+].Br[C:25]1[CH:30]=[N:29][C:28]([CH:31]2[CH2:33][CH2:32]2)=[CH:27][N:26]=1. Product: [N:1]([CH2:4][C@@H:5]1[CH2:9][C@@H:8]([O:10][C:25]2[CH:30]=[N:29][C:28]([CH:31]3[CH2:33][CH2:32]3)=[CH:27][N:26]=2)[CH2:7][N:6]1[C:11]([O:13][C:14]([CH3:17])([CH3:16])[CH3:15])=[O:12])=[N+:2]=[N-:3]. The catalyst class is: 30. (7) Reactant: Cl[C:2]1[CH:7]=[C:6]([Cl:8])[N:5]=[C:4]([NH:9][C@H:10]([C:12]2[CH:17]=[CH:16][C:15]([F:18])=[CH:14][CH:13]=2)[CH3:11])[N:3]=1.[NH2:19][C:20]1[CH:25]=[N:24][CH:23]=[CH:22][N:21]=1.P([O-])([O-])([O-])=O.[K+].[K+].[K+]. Product: [Cl:8][C:6]1[N:5]=[C:4]([NH:9][C@H:10]([C:12]2[CH:17]=[CH:16][C:15]([F:18])=[CH:14][CH:13]=2)[CH3:11])[N:3]=[C:2]([NH:19][C:20]2[CH:25]=[N:24][CH:23]=[CH:22][N:21]=2)[CH:7]=1. The catalyst class is: 12. (8) Reactant: [Cl:1][C:2]1[CH:7]=[C:6]([Cl:8])[CH:5]=[CH:4][C:3]=1[C:9]1[N:10]=[CH:11][CH:12]=[C:13]2[CH:17]=[N:16][NH:15][C:14]=12.[H-].[Na+].S(OC)(O[CH3:24])(=O)=O. Product: [Cl:1][C:2]1[CH:7]=[C:6]([Cl:8])[CH:5]=[CH:4][C:3]=1[C:9]1[C:14]2=[N:15][N:16]([CH3:24])[CH:17]=[C:13]2[CH:12]=[CH:11][N:10]=1. The catalyst class is: 1. (9) Product: [Cl:24][C:22]1[CH:21]=[CH:20][C:18]2[N:19]=[C:15]([NH:14][C:11]3[N:12]([CH3:13])[C:8]4[CH:7]=[C:6]([C:4]([OH:5])=[O:3])[CH:26]=[CH:25][C:9]=4[N:10]=3)[S:16][C:17]=2[CH:23]=1. Reactant: C([O:3][C:4]([C:6]1[CH:26]=[CH:25][C:9]2[N:10]=[C:11]([NH:14][C:15]3[S:16][C:17]4[CH:23]=[C:22]([Cl:24])[CH:21]=[CH:20][C:18]=4[N:19]=3)[N:12]([CH3:13])[C:8]=2[CH:7]=1)=[O:5])C.[OH-].[Na+]. The catalyst class is: 92.